Predict the reactants needed to synthesize the given product. From a dataset of Full USPTO retrosynthesis dataset with 1.9M reactions from patents (1976-2016). (1) The reactants are: [CH3:1][C:2]1([CH3:14])[C@H:4](/[CH:5]=[C:6](\[CH3:9])/[CH:7]=O)[C@H:3]1[C:10]([O:12][CH3:13])=[O:11].Cl.[CH:16]([O:19][NH2:20])([CH3:18])[CH3:17].N1C=CC=CC=1. Given the product [CH:16]([O:19][N:20]=[CH:7]/[C:6](/[CH3:9])=[CH:5]/[C@@H:4]1[C@@H:3]([C:10]([O:12][CH3:13])=[O:11])[C:2]1([CH3:14])[CH3:1])([CH3:18])[CH3:17], predict the reactants needed to synthesize it. (2) Given the product [Br:22][C:23]1[CH:30]=[C:29]([Cl:31])[CH:28]=[C:27]([Cl:32])[C:24]=1[CH2:25][N:3]1[C:2]([CH3:21])([CH3:1])[C:6](=[O:7])[N:5]([C:8]2[CH:15]=[CH:14][C:11]([C:12]#[N:13])=[C:10]([C:16]([F:19])([F:17])[F:18])[CH:9]=2)[C:4]1=[O:20], predict the reactants needed to synthesize it. The reactants are: [CH3:1][C:2]1([CH3:21])[C:6](=[O:7])[N:5]([C:8]2[CH:15]=[CH:14][C:11]([C:12]#[N:13])=[C:10]([C:16]([F:19])([F:18])[F:17])[CH:9]=2)[C:4](=[O:20])[NH:3]1.[Br:22][C:23]1[CH:30]=[C:29]([Cl:31])[CH:28]=[C:27]([Cl:32])[C:24]=1[CH2:25]Br. (3) Given the product [C:19]1([C:25]2[CH:26]=[C:27]([C:34]3[O:18][N:17]=[C:15]([C:12]4[CH:11]=[C:10]([CH2:9][OH:8])[O:14][CH:13]=4)[N:16]=3)[S:28][C:29]=2[C:30]([F:33])([F:31])[F:32])[CH:20]=[CH:21][CH:22]=[CH:23][CH:24]=1, predict the reactants needed to synthesize it. The reactants are: [Si]([O:8][CH2:9][C:10]1[O:14][CH:13]=[C:12]([C:15](=[N:17][OH:18])[NH2:16])[CH:11]=1)(C(C)(C)C)(C)C.[C:19]1([C:25]2[CH:26]=[C:27]([C:34](Cl)=O)[S:28][C:29]=2[C:30]([F:33])([F:32])[F:31])[CH:24]=[CH:23][CH:22]=[CH:21][CH:20]=1.C(N(CC)C(C)C)(C)C.C(=O)([O-])O.[Na+].[F-].C([N+](CCCC)(CCCC)CCCC)CCC. (4) Given the product [Cl:20][C:21]1[N:26]=[C:25]([C:9]2[N:8]([C:6]([O:5][C:1]([CH3:4])([CH3:3])[CH3:2])=[O:7])[C:16]3[C:11]([CH:10]=2)=[CH:12][CH:13]=[CH:14][CH:15]=3)[CH:24]=[C:23]([Cl:28])[N:22]=1, predict the reactants needed to synthesize it. The reactants are: [C:1]([O:5][C:6]([N:8]1[C:16]2[C:11](=[CH:12][CH:13]=[CH:14][CH:15]=2)[CH:10]=[C:9]1B(O)O)=[O:7])([CH3:4])([CH3:3])[CH3:2].[Cl:20][C:21]1[N:26]=[C:25](Cl)[CH:24]=[C:23]([Cl:28])[N:22]=1.O. (5) Given the product [I:1][C:2]1[CH:12]=[N:11][C:5]2[NH:6][CH2:7][C:8](=[O:10])[N:9]([CH2:18][C:17]3[CH:20]=[CH:21][CH:22]=[CH:23][C:16]=3[O:15][C:14]([F:13])([F:24])[F:25])[C:4]=2[CH:3]=1, predict the reactants needed to synthesize it. The reactants are: [I:1][C:2]1[CH:12]=[N:11][C:5]2[NH:6][CH2:7][C:8](=[O:10])[NH:9][C:4]=2[CH:3]=1.[F:13][C:14]([F:25])([F:24])[O:15][C:16]1[CH:23]=[CH:22][CH:21]=[CH:20][C:17]=1[CH2:18]Br.